The task is: Predict the reactants needed to synthesize the given product.. This data is from Full USPTO retrosynthesis dataset with 1.9M reactions from patents (1976-2016). (1) The reactants are: [CH3:1][O:2][C:3]1[CH:8]=[CH:7][NH:6][C:5](=[O:9])[CH:4]=1.CC([O-])(C)C.[K+].[CH:16]1[CH:21]=[CH:20][C:19]([CH2:22]Br)=[CH:18][CH:17]=1. Given the product [CH2:22]([N:6]1[CH:7]=[CH:8][C:3]([O:2][CH3:1])=[CH:4][C:5]1=[O:9])[C:19]1[CH:20]=[CH:21][CH:16]=[CH:17][CH:18]=1, predict the reactants needed to synthesize it. (2) Given the product [Br:1][C:2]1[CH:3]=[CH:4][C:5]([N:9]2[CH2:15][CH2:14][CH2:13][NH:12][CH2:11][CH2:10]2)=[N:6][CH:7]=1, predict the reactants needed to synthesize it. The reactants are: [Br:1][C:2]1[CH:3]=[CH:4][C:5](F)=[N:6][CH:7]=1.[NH:9]1[CH2:15][CH2:14][CH2:13][NH:12][CH2:11][CH2:10]1. (3) Given the product [I:1][C:2]1[CH:3]=[C:4]([CH:8]=[CH:9][CH:10]=1)[C:5]([N:35]([O:36][CH3:37])[CH3:34])=[O:6], predict the reactants needed to synthesize it. The reactants are: [I:1][C:2]1[CH:3]=[C:4]([CH:8]=[CH:9][CH:10]=1)[C:5](O)=[O:6].C1C=CC2N(O)N=NC=2C=1.CCN=C=NCCCN(C)C.Cl.Cl.[CH3:34][NH:35][O:36][CH3:37].C(N(CC)CC)C. (4) Given the product [CH3:1][CH2:2][CH2:3][CH2:4][C:5]1[N:9]([CH2:10][C:11]2[CH:12]=[CH:13][C:14]([C:17]([OH:19])=[O:18])=[CH:15][CH:16]=2)[C:8](/[CH:20]=[C:21](/[C:28]([OH:30])=[O:29])\[CH2:22][C:23]2[S:27][CH:26]=[CH:25][CH:24]=2)=[CH:7][N:6]=1.[C:17]([O-:19])(=[O:18])[CH3:14], predict the reactants needed to synthesize it. The reactants are: [CH3:1][CH2:2][CH2:3][CH2:4][C:5]1[N:9]([CH2:10][C:11]2[CH:12]=[CH:13][C:14]([C:17]([OH:19])=[O:18])=[CH:15][CH:16]=2)[C:8](/[CH:20]=[C:21](/[C:28]([OH:30])=[O:29])\[CH2:22][C:23]2[S:27][CH:26]=[CH:25][CH:24]=2)=[CH:7][N:6]=1. (5) Given the product [CH3:12][C:13]1[C:2]([CH3:3])=[C:7]([C:6]#[C:5][CH2:8][OH:10])[CH:16]=[CH:15][C:14]=1[C:18](=[O:22])[CH3:17], predict the reactants needed to synthesize it. The reactants are: Br[C:2]1[CH:7]=[CH:6][C:5]([C:8](=[O:10])C)=C[CH:3]=1.N1[CH2:16][CH2:15][CH2:14][CH2:13][CH2:12]1.[CH3:17][C:18]([OH:22])(C#C)C.[Cl-].[NH4+]. (6) Given the product [Br:1][C:2]1[CH:3]=[C:4]2[C:12](=[CH:13][CH:14]=1)[NH:11][C:10]1[CH:9]([NH:20][C:19]3[CH:21]=[CH:22][C:23]([Cl:24])=[C:17]([Cl:16])[CH:18]=3)[CH2:8][CH2:7][CH2:6][C:5]2=1, predict the reactants needed to synthesize it. The reactants are: [Br:1][C:2]1[CH:3]=[C:4]2[C:12](=[CH:13][CH:14]=1)[NH:11][C:10]1[C:9](=O)[CH2:8][CH2:7][CH2:6][C:5]2=1.[Cl:16][C:17]1[CH:18]=[C:19]([CH:21]=[CH:22][C:23]=1[Cl:24])[NH2:20]. (7) Given the product [CH3:15][C:14]([OH:16])([CH2:13][CH2:12][NH:11][C:2]1[CH:7]=[CH:6][CH:5]=[CH:4][C:3]=1[N+:8]([O-:10])=[O:9])[CH3:17], predict the reactants needed to synthesize it. The reactants are: F[C:2]1[CH:7]=[CH:6][CH:5]=[CH:4][C:3]=1[N+:8]([O-:10])=[O:9].[NH2:11][CH2:12][CH2:13][C:14]([CH3:17])([OH:16])[CH3:15].C(N(CC)CC)C.